From a dataset of NCI-60 drug combinations with 297,098 pairs across 59 cell lines. Regression. Given two drug SMILES strings and cell line genomic features, predict the synergy score measuring deviation from expected non-interaction effect. Drug 1: C1=CC(=CC=C1CC(C(=O)O)N)N(CCCl)CCCl.Cl. Drug 2: CC1=C2C(C(=O)C3(C(CC4C(C3C(C(C2(C)C)(CC1OC(=O)C(C(C5=CC=CC=C5)NC(=O)OC(C)(C)C)O)O)OC(=O)C6=CC=CC=C6)(CO4)OC(=O)C)O)C)O. Cell line: 786-0. Synergy scores: CSS=56.5, Synergy_ZIP=-6.02, Synergy_Bliss=-5.54, Synergy_Loewe=-10.5, Synergy_HSA=-4.55.